From a dataset of Catalyst prediction with 721,799 reactions and 888 catalyst types from USPTO. Predict which catalyst facilitates the given reaction. (1) Reactant: [Br:1][C:2]1[C:3](=O)[C:4]([C:9]([NH2:11])=O)=[CH:5][NH:6][C:7]=1[CH3:8].P(Cl)(Cl)([Cl:15])=O. Product: [Br:1][C:2]1[C:7]([CH3:8])=[N:6][CH:5]=[C:4]([C:3]=1[Cl:15])[C:9]#[N:11]. The catalyst class is: 3. (2) Reactant: C([O:4][C:5]([CH3:50])([CH3:49])[C:6]([NH:8][C:9]1[CH:14]=[CH:13][CH:12]=[C:11]([C:15]2[N:20]=[C:19]3[N:21]([C:31]4[CH:36]=[CH:35][C:34]([C:37]5([NH:41][C:42]([O:44][C:45]([CH3:48])([CH3:47])[CH3:46])=[O:43])[CH2:40][CH2:39][CH2:38]5)=[CH:33][CH:32]=4)[C:22]([C:24]4[C:25]([NH2:30])=[N:26][CH:27]=[CH:28][CH:29]=4)=[N:23][C:18]3=[CH:17][CH:16]=2)[CH:10]=1)=[O:7])(=O)C.C(=O)([O-])[O-]. Product: [NH2:30][C:25]1[C:24]([C:22]2[N:21]([C:31]3[CH:32]=[CH:33][C:34]([C:37]4([NH:41][C:42](=[O:43])[O:44][C:45]([CH3:48])([CH3:47])[CH3:46])[CH2:38][CH2:39][CH2:40]4)=[CH:35][CH:36]=3)[C:19]3=[N:20][C:15]([C:11]4[CH:12]=[CH:13][CH:14]=[C:9]([NH:8][C:6](=[O:7])[C:5]([OH:4])([CH3:50])[CH3:49])[CH:10]=4)=[CH:16][CH:17]=[C:18]3[N:23]=2)=[CH:29][CH:28]=[CH:27][N:26]=1. The catalyst class is: 5.